From a dataset of Reaction yield outcomes from USPTO patents with 853,638 reactions. Predict the reaction yield, written as a fraction of the theoretical maximum amount of product (1.0 means a 100% yield; for example, 0.34 means a 34% yield). (1) The reactants are C[O:2][C:3]1[CH:21]=[CH:20][C:6]([O:7][C:8]2[CH:13]=[CH:12][C:11]([C:14]3[CH:19]=[CH:18][CH:17]=[CH:16][CH:15]=3)=[CH:10][CH:9]=2)=[CH:5][CH:4]=1.B(Br)(Br)Br.O.ClCCl. The catalyst is ClCCl. The product is [C:11]1([C:14]2[CH:19]=[CH:18][CH:17]=[CH:16][CH:15]=2)[CH:12]=[CH:13][C:8]([O:7][C:6]2[CH:20]=[CH:21][C:3]([OH:2])=[CH:4][CH:5]=2)=[CH:9][CH:10]=1. The yield is 0.470. (2) The reactants are [CH3:1][O:2][C:3]([CH:5]1[C:10]([CH3:12])([CH3:11])[S:9][CH2:8][CH2:7][N:6]1[S:13]([C:16]1[CH:21]=[CH:20][C:19]([OH:22])=[CH:18][CH:17]=1)(=[O:15])=[O:14])=[O:4].[O:23]1[CH2:28][CH2:27][CH2:26][CH2:25][CH:24]1[O:29][CH2:30][CH2:31][CH2:32][C:33]#[C:34][CH2:35]O. No catalyst specified. The product is [CH3:1][O:2][C:3]([CH:5]1[C:10]([CH3:12])([CH3:11])[S:9][CH2:8][CH2:7][N:6]1[S:13]([C:16]1[CH:17]=[CH:18][C:19]([O:22][CH2:35][C:34]#[C:33][CH2:32][CH2:31][CH2:30][O:29][CH:24]2[CH2:25][CH2:26][CH2:27][CH2:28][O:23]2)=[CH:20][CH:21]=1)(=[O:15])=[O:14])=[O:4]. The yield is 0.640. (3) The reactants are [CH2:1]([C:3]1[N:4]([C:28]2[CH:33]=[CH:32][C:31]([OH:34])=[CH:30][CH:29]=2)[C:5](=[O:27])[C:6]([CH2:12][C:13]2[CH:18]=[CH:17][C:16]([C:19]3[C:20]([C:25]#[N:26])=[CH:21][CH:22]=[CH:23][CH:24]=3)=[CH:15][CH:14]=2)=[C:7]([CH2:9][CH2:10][CH3:11])[N:8]=1)[CH3:2].[CH3:35][N:36]1[CH2:41][CH2:40][CH:39](O)[CH2:38][CH2:37]1.C1(P(C2C=CC=CC=2)C2C=CC=CC=2)C=CC=CC=1.[N:63]([C:64]([O:66]C(C)C)=[O:65])=[N:63][C:64]([O:66]C(C)C)=[O:65]. The catalyst is O1CCCC1.O. The product is [CH2:1]([C:3]1[N:4]([C:28]2[CH:33]=[CH:32][C:31]([O:34][CH:39]3[CH2:40][CH2:41][N:36]([CH3:35])[CH2:37][CH2:38]3)=[CH:30][CH:29]=2)[C:5](=[O:27])[C:6]([CH2:12][C:13]2[CH:18]=[CH:17][C:16]([C:19]3[CH:24]=[CH:23][CH:22]=[CH:21][C:20]=3[C:25]3[NH:63][C:64](=[O:65])[O:66][N:26]=3)=[CH:15][CH:14]=2)=[C:7]([CH2:9][CH2:10][CH3:11])[N:8]=1)[CH3:2]. The yield is 0.250. (4) The reactants are C(OC(=O)[NH:7][C@H:8]1[CH2:13][CH2:12][CH2:11][CH2:10][C@H:9]1[NH:14][C:15]1[N:16]=[CH:17][C:18]2[C:24]([CH:25]([F:27])[F:26])=[N:23][CH:22]=[C:21]([C:28]3[C:36]4[C:31](=[CH:32][C:33]([C:37]#[N:38])=[CH:34][CH:35]=4)[NH:30][CH:29]=3)[C:19]=2[N:20]=1)(C)(C)C.FC(F)(F)C(O)=O.C([O-])(O)=O.[Na+]. The catalyst is C(Cl)Cl. The product is [NH2:7][C@H:8]1[CH2:13][CH2:12][CH2:11][CH2:10][C@H:9]1[NH:14][C:15]1[N:16]=[CH:17][C:18]2[C:24]([CH:25]([F:27])[F:26])=[N:23][CH:22]=[C:21]([C:28]3[C:36]4[C:31](=[CH:32][C:33]([C:37]#[N:38])=[CH:34][CH:35]=4)[NH:30][CH:29]=3)[C:19]=2[N:20]=1. The yield is 0.870. (5) The reactants are [F:1][C:2]([F:15])([F:14])[C:3]([C:5]1[C:13]2[C:8](=[N:9][CH:10]=[CH:11][CH:12]=2)[NH:7][CH:6]=1)=[O:4].[H-].[Na+].Br[C:19]1[C:20]([Cl:34])=[C:21]2[CH:27]=[N:26][N:25]([C:28]3[CH:33]=[CH:32][CH:31]=[CH:30][CH:29]=3)[C:22]2=[N:23][CH:24]=1.[Li]CCCC.[Na]. The catalyst is C1COCC1.[Cl-].[NH4+]. The product is [Cl:34][C:20]1[C:19]([C:3]([C:5]2[C:13]3[C:8](=[N:9][CH:10]=[CH:11][CH:12]=3)[NH:7][CH:6]=2)([OH:4])[C:2]([F:1])([F:14])[F:15])=[CH:24][N:23]=[C:22]2[N:25]([C:28]3[CH:33]=[CH:32][CH:31]=[CH:30][CH:29]=3)[N:26]=[CH:27][C:21]=12. The yield is 0.440.